Predict the reactants needed to synthesize the given product. From a dataset of Full USPTO retrosynthesis dataset with 1.9M reactions from patents (1976-2016). (1) Given the product [CH3:1][O:2][C:3]1[CH:4]=[CH:5][C:6]([C:7]([O:9][C@@H:10]2[CH2:15][C@@H:14]([CH2:16][CH2:17][CH2:18][CH:19]=[CH2:20])[O:13][C@@:12]([OH:36])([C@@H:21]3[CH2:25][S:24][C:23](=[O:26])[NH:22]3)[CH2:11]2)=[O:8])=[CH:38][CH:39]=1, predict the reactants needed to synthesize it. The reactants are: [CH3:1][O:2][C:3]1[CH:39]=[CH:38][C:6]([C:7]([O:9][C@@H:10]2[CH2:15][C@@H:14]([CH2:16][CH2:17][CH2:18][CH:19]=[CH2:20])[O:13][C@@:12]([O:36]C)([C@@H:21]3[CH2:25][S:24][C:23](=[O:26])[N:22]3CC3C=CC(OC)=CC=3)[CH2:11]2)=[O:8])=[CH:5][CH:4]=1.CO[C@]1([C@@H]2CSC(=O)N2CC2C=CC(OC)=CC=2)C[C@H]2C[C@@H](CCCC=CCCC(C)=CC(=O)O2)O1. (2) Given the product [O:37]1[CH2:38][CH2:39][N:34]([C:3]([C:5]2[N:10]=[C:9]([N:11]3[CH2:15][CH2:14][CH2:13][CH:12]3[C:16]3[O:20][N:19]=[C:18]([C:21]4[CH:26]=[CH:25][CH:24]=[CH:23][N:22]=4)[CH:17]=3)[N:8]=[C:7]([NH:27][C:28]3[CH:32]=[C:31]([CH3:33])[NH:30][N:29]=3)[CH:6]=2)=[O:4])[CH2:35][CH2:36]1, predict the reactants needed to synthesize it. The reactants are: CO[C:3]([C:5]1[N:10]=[C:9]([N:11]2[CH2:15][CH2:14][CH2:13][CH:12]2[C:16]2[O:20][N:19]=[C:18]([C:21]3[CH:26]=[CH:25][CH:24]=[CH:23][N:22]=3)[CH:17]=2)[N:8]=[C:7]([NH:27][C:28]2[CH:32]=[C:31]([CH3:33])[NH:30][N:29]=2)[CH:6]=1)=[O:4].[NH:34]1[CH2:39][CH2:38][O:37][CH2:36][CH2:35]1.